Dataset: Full USPTO retrosynthesis dataset with 1.9M reactions from patents (1976-2016). Task: Predict the reactants needed to synthesize the given product. Given the product [ClH:1].[Cl:1][C:2]1[CH:11]=[CH:10][CH:9]=[C:8]2[C:3]=1[CH:4]=[C:5]([CH2:22][Cl:26])[C:6]([C:12]1[CH:17]=[CH:16][CH:15]=[CH:14][C:13]=1[C:18]([F:21])([F:20])[F:19])=[N:7]2, predict the reactants needed to synthesize it. The reactants are: [Cl:1][C:2]1[CH:11]=[CH:10][CH:9]=[C:8]2[C:3]=1[CH:4]=[C:5]([CH2:22]O)[C:6]([C:12]1[CH:17]=[CH:16][CH:15]=[CH:14][C:13]=1[C:18]([F:21])([F:20])[F:19])=[N:7]2.S(Cl)([Cl:26])=O.